From a dataset of Full USPTO retrosynthesis dataset with 1.9M reactions from patents (1976-2016). Predict the reactants needed to synthesize the given product. (1) Given the product [NH:45]([C:50]([CH2:52][CH2:53][CH2:54][CH2:55][CH2:56][CH2:57][CH2:58][CH2:59][CH2:60][CH2:61][CH2:62][CH2:63][CH2:64][CH2:65][CH3:66])=[O:51])[CH2:46][C:47]([NH:1][C@H:2]([C:28]([O:30][C:31]([CH3:34])([CH3:33])[CH3:32])=[O:29])[CH2:3][C:4]1[N:8]=[CH:7][N:6]([C:9]([C:16]2[CH:17]=[CH:18][CH:19]=[CH:20][CH:21]=2)([C:10]2[CH:11]=[CH:12][CH:13]=[CH:14][CH:15]=2)[C:22]2[CH:27]=[CH:26][CH:25]=[CH:24][CH:23]=2)[CH:5]=1)=[O:48], predict the reactants needed to synthesize it. The reactants are: [NH2:1][C@H:2]([C:28]([O:30][C:31]([CH3:34])([CH3:33])[CH3:32])=[O:29])[CH2:3][C:4]1[N:8]=[CH:7][N:6]([C:9]([C:22]2[CH:27]=[CH:26][CH:25]=[CH:24][CH:23]=2)([C:16]2[CH:21]=[CH:20][CH:19]=[CH:18][CH:17]=2)[C:10]2[CH:15]=[CH:14][CH:13]=[CH:12][CH:11]=2)[CH:5]=1.C1C=CC2N(O)N=NC=2C=1.[NH:45]([C:50]([CH2:52][CH2:53][CH2:54][CH2:55][CH2:56][CH2:57][CH2:58][CH2:59][CH2:60][CH2:61][CH2:62][CH2:63][CH2:64][CH2:65][CH3:66])=[O:51])[CH2:46][C:47](O)=[O:48].Cl. (2) The reactants are: [OH:1][CH:2]([CH:4]([CH2:9][CH2:10][CH2:11][CH:12]=[CH2:13])[C:5]([O:7]C)=[O:6])[CH3:3].[OH-].[Na+]. Given the product [OH:1][CH:2]([CH:4]([CH2:9][CH2:10][CH2:11][CH:12]=[CH2:13])[C:5]([OH:7])=[O:6])[CH3:3], predict the reactants needed to synthesize it.